Dataset: Catalyst prediction with 721,799 reactions and 888 catalyst types from USPTO. Task: Predict which catalyst facilitates the given reaction. Reactant: [F:1][C:2]1[CH:7]=[CH:6][C:5]([N:8]2[C:12]([CH:13]=[O:14])=[C:11]([CH:15]([CH3:17])[CH3:16])[C:10]([C:18]([OH:20])=O)=[N:9]2)=[CH:4][CH:3]=1.Cl.CN(C)CCCN=C=NCC.O.ON1C2C=CC=CC=2N=N1.[CH2:44]([NH2:51])[C:45]1[CH:50]=[CH:49][CH:48]=[CH:47][CH:46]=1. Product: [CH2:44]([NH:51][C:18]([C:10]1[C:11]([CH:15]([CH3:16])[CH3:17])=[C:12]([CH:13]=[O:14])[N:8]([C:5]2[CH:4]=[CH:3][C:2]([F:1])=[CH:7][CH:6]=2)[N:9]=1)=[O:20])[C:45]1[CH:50]=[CH:49][CH:48]=[CH:47][CH:46]=1. The catalyst class is: 2.